This data is from Catalyst prediction with 721,799 reactions and 888 catalyst types from USPTO. The task is: Predict which catalyst facilitates the given reaction. (1) The catalyst class is: 1. Reactant: [Br:1][C:2]1[C:11]2[C:10]([CH3:13])([CH3:12])[CH2:9][CH:8]=[C:7]([CH:14]([CH3:16])[CH3:15])[C:6]=2[CH:5]=[C:4]([C:17](=O)[CH3:18])[C:3]=1[O:20][CH:21]([CH3:23])[CH3:22].[CH3:24][CH2:25][O:26][C:27]([CH:29](P(OCC)(OCC)=O)[F:30])=[O:28].C([Li])CCC. Product: [Br:1][C:2]1[C:11]2[C:10]([CH3:13])([CH3:12])[CH2:9][CH:8]=[C:7]([CH:14]([CH3:16])[CH3:15])[C:6]=2[CH:5]=[C:4](/[C:17](/[CH3:18])=[C:29](/[F:30])\[C:27]([O:26][CH2:25][CH3:24])=[O:28])[C:3]=1[O:20][CH:21]([CH3:22])[CH3:23]. (2) Reactant: [F:1][CH:2]([F:43])[O:3][C@H:4]([CH3:42])[C@H:5]([NH:37][C:38](=[O:41])[O:39][CH3:40])[C:6](=[O:36])[N:7]1[CH2:11][CH2:10][CH2:9][C@H:8]1[C:12]1[NH:13][C:14]([C:17]2[CH:26]=[CH:25][C:24]3[C:19](=[CH:20][CH:21]=[C:22](B4OC(C)(C)C(C)(C)O4)[CH:23]=3)[CH:18]=2)=[CH:15][N:16]=1.Br[C:45]1[CH:50]=[CH:49][C:48]([C:51]2[NH:55][C:54]([C@@H:56]3[CH2:60][CH2:59][CH2:58][N:57]3[C:61]([O:63][C:64]([CH3:67])([CH3:66])[CH3:65])=[O:62])=[N:53][CH:52]=2)=[CH:47][CH:46]=1.C(=O)([O-])[O-].[K+].[K+]. Product: [F:1][CH:2]([F:43])[O:3][C@H:4]([CH3:42])[C@H:5]([NH:37][C:38]([O:39][CH3:40])=[O:41])[C:6]([N:7]1[CH2:11][CH2:10][CH2:9][C@H:8]1[C:12]1[NH:13][C:14]([C:17]2[CH:18]=[C:19]3[C:24](=[CH:25][CH:26]=2)[CH:23]=[C:22]([C:45]2[CH:46]=[CH:47][C:48]([C:51]4[NH:55][C:54]([C@@H:56]5[CH2:60][CH2:59][CH2:58][N:57]5[C:61]([O:63][C:64]([CH3:67])([CH3:66])[CH3:65])=[O:62])=[N:53][CH:52]=4)=[CH:49][CH:50]=2)[CH:21]=[CH:20]3)=[CH:15][N:16]=1)=[O:36]. The catalyst class is: 216. (3) Reactant: [CH2:1]([O:3][C:4](=[O:12])[C:5]1[CH:10]=[CH:9][CH:8]=[C:7]([OH:11])[CH:6]=1)[CH3:2].C(N([CH2:18][CH3:19])CC)C.[CH:20]([P:22](=[O:27])(OCl)[O:23]Cl)=[CH2:21]. Product: [CH:20]([P:22]([O:23][C:7]1[CH:6]=[C:5]([CH:10]=[CH:18][CH:19]=1)[C:4]([O:3][CH2:1][CH3:2])=[O:12])([O:11][C:7]1[CH:6]=[C:5]([CH:10]=[CH:9][CH:8]=1)[C:4]([O:3][CH2:1][CH3:2])=[O:12])=[O:27])=[CH2:21]. The catalyst class is: 2. (4) Reactant: [CH2:1]([NH:8][C:9](=[O:34])[C@@H:10]([CH2:31][O:32][CH3:33])[NH:11]C(C1C=CC=CC=1)(C1C=CC=CC=1)C1C=CC=CC=1)[C:2]1[CH:7]=[CH:6][CH:5]=[CH:4][CH:3]=1.C(O)(=O)C. Product: [CH2:1]([NH:8][C:9](=[O:34])[C@@H:10]([CH2:31][O:32][CH3:33])[NH2:11])[C:2]1[CH:7]=[CH:6][CH:5]=[CH:4][CH:3]=1. The catalyst class is: 8. (5) Reactant: [NH2:1][CH:2]([CH2:6][N:7]1[CH:11]=[CH:10][CH:9]=[N:8]1)[C:3]([OH:5])=[O:4].Cl(O)(=O)(=O)=O.C(=O)(O)[O-].[Na+].C(O[C:26]([CH3:29])([CH3:28])[CH3:27])(=O)C. Product: [NH2:1][CH:2]([CH2:6][N:7]1[CH:11]=[CH:10][CH:9]=[N:8]1)[C:3]([O:5][C:26]([CH3:29])([CH3:28])[CH3:27])=[O:4]. The catalyst class is: 13.